Predict the product of the given reaction. From a dataset of Forward reaction prediction with 1.9M reactions from USPTO patents (1976-2016). Given the reactants [Br:1][C:2]1[CH:7]=[CH:6][C:5]([NH:8][S:9]([CH3:11])=[O:10])=[CH:4][CH:3]=1.[CH:12]1([NH2:16])[CH2:15][CH2:14][CH2:13]1, predict the reaction product. The product is: [Br:1][C:2]1[CH:7]=[CH:6][C:5]([NH:8][S:9]([CH3:11])(=[N:16][CH:12]2[CH2:15][CH2:14][CH2:13]2)=[O:10])=[CH:4][CH:3]=1.